Dataset: Catalyst prediction with 721,799 reactions and 888 catalyst types from USPTO. Task: Predict which catalyst facilitates the given reaction. Reactant: [NH2:1][C:2]1[CH:10]=[CH:9][C:5]([C:6]([NH2:8])=[O:7])=[CH:4][N:3]=1.[F:11][C:12]1[CH:21]=[C:20]([F:22])[CH:19]=[CH:18][C:13]=1[C:14](=O)[CH2:15]Br.[OH-].[Na+].C(Cl)Cl. Product: [F:11][C:12]1[CH:21]=[C:20]([F:22])[CH:19]=[CH:18][C:13]=1[C:14]1[N:1]=[C:2]2[CH:10]=[CH:9][C:5]([C:6]([NH2:8])=[O:7])=[CH:4][N:3]2[CH:15]=1. The catalyst class is: 8.